This data is from Peptide-MHC class I binding affinity with 185,985 pairs from IEDB/IMGT. The task is: Regression. Given a peptide amino acid sequence and an MHC pseudo amino acid sequence, predict their binding affinity value. This is MHC class I binding data. (1) The binding affinity (normalized) is 0.478. The peptide sequence is KSLFNTIATLY. The MHC is HLA-B18:01 with pseudo-sequence HLA-B18:01. (2) The MHC is Mamu-B03 with pseudo-sequence Mamu-B03. The binding affinity (normalized) is 0.365. The peptide sequence is RKRRWRRRWQ. (3) The peptide sequence is WAWWTCSRVIF. The MHC is Mamu-B17 with pseudo-sequence Mamu-B17. The binding affinity (normalized) is 0.153. (4) The peptide sequence is KPGPAKFSL. The MHC is HLA-A26:01 with pseudo-sequence HLA-A26:01. The binding affinity (normalized) is 0.0847. (5) The peptide sequence is RILAYGPCL. The MHC is HLA-A02:01 with pseudo-sequence HLA-A02:01. The binding affinity (normalized) is 0.442.